This data is from Reaction yield outcomes from USPTO patents with 853,638 reactions. The task is: Predict the reaction yield, written as a fraction of the theoretical maximum amount of product (1.0 means a 100% yield; for example, 0.34 means a 34% yield). (1) The catalyst is CN(C=O)C. The reactants are Cl.[NH2:2][CH:3]([C:8]1[CH:13]=[CH:12][CH:11]=[CH:10][CH:9]=1)[C:4]([O:6][CH3:7])=[O:5].F[C:15]1[CH:24]=[CH:23][C:18]([C:19]([O:21][CH3:22])=[O:20])=[CH:17][C:16]=1[N+:25]([O-:27])=[O:26].CCN(C(C)C)C(C)C. The yield is 0.900. The product is [CH3:7][O:6][C:4](=[O:5])[CH:3]([NH:2][C:15]1[CH:24]=[CH:23][C:18]([C:19]([O:21][CH3:22])=[O:20])=[CH:17][C:16]=1[N+:25]([O-:27])=[O:26])[C:8]1[CH:13]=[CH:12][CH:11]=[CH:10][CH:9]=1. (2) The reactants are Cl[C:2]1[C:7]2[C:8](=[O:22])[N:9]([CH2:11][C:12]3[CH:17]=[CH:16][C:15]([O:18][CH3:19])=[CH:14][C:13]=3[O:20][CH3:21])[CH2:10][C:6]=2[C:5]([F:23])=[C:4]([NH:24][C@@H:25]2[CH2:30][CH2:29][CH2:28][CH2:27][C@@H:26]2[NH:31][C:32](=[O:38])[O:33][C:34]([CH3:37])([CH3:36])[CH3:35])[N:3]=1.C(=O)([O-])[O-].[Na+].[Na+].[CH3:45][N:46]1[CH:50]=[C:49](B2OC(C)(C)C(C)(C)O2)[CH:48]=[N:47]1.CCOC(C)=O. The catalyst is COCCOC.O.Cl[Pd](Cl)([P](C1C=CC=CC=1)(C1C=CC=CC=1)C1C=CC=CC=1)[P](C1C=CC=CC=1)(C1C=CC=CC=1)C1C=CC=CC=1. The product is [CH3:21][O:20][C:13]1[CH:14]=[C:15]([O:18][CH3:19])[CH:16]=[CH:17][C:12]=1[CH2:11][N:9]1[CH2:10][C:6]2[C:5]([F:23])=[C:4]([NH:24][C@@H:25]3[CH2:30][CH2:29][CH2:28][CH2:27][C@@H:26]3[NH:31][C:32](=[O:38])[O:33][C:34]([CH3:37])([CH3:36])[CH3:35])[N:3]=[C:2]([C:49]3[CH:48]=[N:47][N:46]([CH3:45])[CH:50]=3)[C:7]=2[C:8]1=[O:22]. The yield is 0.406. (3) The reactants are C(N(CC)CC)C.Cl.[CH3:9][C:10]1[CH:19]=[C:18]([CH2:20][O:21][C:22]2[CH:27]=[CH:26][C:25]([S:28](Cl)(=[O:30])=[O:29])=[CH:24][CH:23]=2)[C:17]2[C:12](=[CH:13][CH:14]=[CH:15][CH:16]=2)[N:11]=1.Cl.Cl.[NH2:34][CH2:35][C@@H:36]([N:41]1[CH2:46][CH2:45][CH2:44][CH2:43][CH2:42]1)[C:37]([O:39][CH3:40])=[O:38]. The catalyst is ClCCl.CN(C)C=O. The product is [CH3:9][C:10]1[CH:19]=[C:18]([CH2:20][O:21][C:22]2[CH:27]=[CH:26][C:25]([S:28]([NH:34][CH2:35][C@@H:36]([N:41]3[CH2:46][CH2:45][CH2:44][CH2:43][CH2:42]3)[C:37]([O:39][CH3:40])=[O:38])(=[O:30])=[O:29])=[CH:24][CH:23]=2)[C:17]2[C:12](=[CH:13][CH:14]=[CH:15][CH:16]=2)[N:11]=1. The yield is 0.620. (4) The reactants are [CH3:1][C:2]1[CH:27]=[C:26]([CH3:28])[CH:25]=[CH:24][C:3]=1[CH2:4][N:5]1[C:14](OS(C(F)(F)F)(=O)=O)=[CH:13][C:12]2[C:7](=[CH:8][CH:9]=[CH:10][CH:11]=2)[C:6]1=[O:23].CCN(CC)CC.[CH3:36][C:37]([OH:41])([C:39]#[CH:40])[CH3:38]. The catalyst is C1COCC1.C1C=CC([P]([Pd]([P](C2C=CC=CC=2)(C2C=CC=CC=2)C2C=CC=CC=2)([P](C2C=CC=CC=2)(C2C=CC=CC=2)C2C=CC=CC=2)[P](C2C=CC=CC=2)(C2C=CC=CC=2)C2C=CC=CC=2)(C2C=CC=CC=2)C2C=CC=CC=2)=CC=1.[Cu]I. The product is [CH3:1][C:2]1[CH:27]=[C:26]([CH3:28])[CH:25]=[CH:24][C:3]=1[CH2:4][N:5]1[C:14]([C:40]#[C:39][C:37]([OH:41])([CH3:38])[CH3:36])=[CH:13][C:12]2[C:7](=[CH:8][CH:9]=[CH:10][CH:11]=2)[C:6]1=[O:23]. The yield is 0.650.